Dataset: Full USPTO retrosynthesis dataset with 1.9M reactions from patents (1976-2016). Task: Predict the reactants needed to synthesize the given product. Given the product [CH3:3][O:4][C:5]1[CH:6]=[CH:7][C:8]([O:14][C:16]2[C:20]([CH3:21])=[N:26][NH:27][C:17]=2[CH3:18])=[C:9]2[C:13]=1[CH2:12][CH2:11][CH2:10]2, predict the reactants needed to synthesize it. The reactants are: [H-].[Na+].[CH3:3][O:4][C:5]1[C:13]2[CH2:12][CH2:11][CH2:10][C:9]=2[C:8]([OH:14])=[CH:7][CH:6]=1.Cl[CH:16]([C:20](=O)[CH3:21])[C:17](=O)[CH3:18].[Br-].[K+].O.[NH2:26][NH2:27].